Dataset: Peptide-MHC class II binding affinity with 134,281 pairs from IEDB. Task: Regression. Given a peptide amino acid sequence and an MHC pseudo amino acid sequence, predict their binding affinity value. This is MHC class II binding data. (1) The peptide sequence is YYEIGKILSRDILSKINQPY. The binding affinity (normalized) is 0.872. The MHC is DRB1_0701 with pseudo-sequence DRB1_0701. (2) The peptide sequence is TSAVGAPTGATTAAA. The MHC is DRB1_1501 with pseudo-sequence DRB1_1501. The binding affinity (normalized) is 0. (3) The peptide sequence is AAATAGTTVYYAFAA. The MHC is HLA-DQA10102-DQB10602 with pseudo-sequence HLA-DQA10102-DQB10602. The binding affinity (normalized) is 0.864. (4) The peptide sequence is YNYMEPYVSKNPRQA. The MHC is HLA-DQA10104-DQB10503 with pseudo-sequence HLA-DQA10104-DQB10503. The binding affinity (normalized) is 0.242. (5) The peptide sequence is LEAAVKQAYAATIAA. The MHC is DRB1_1302 with pseudo-sequence DRB1_1302. The binding affinity (normalized) is 1.00. (6) The peptide sequence is AAPAAVAAAGDAAKG. The MHC is HLA-DQA10102-DQB10602 with pseudo-sequence HLA-DQA10102-DQB10602. The binding affinity (normalized) is 0.334. (7) The binding affinity (normalized) is 0.135. The peptide sequence is YVDEHLMCEIEGHHL. The MHC is DRB1_0301 with pseudo-sequence DRB1_0301. (8) The peptide sequence is NMLTHSINSLISDNL. The MHC is DRB3_0101 with pseudo-sequence DRB3_0101. The binding affinity (normalized) is 0.394. (9) The peptide sequence is AFKVAATKANAAPAN. The MHC is HLA-DPA10201-DPB11401 with pseudo-sequence HLA-DPA10201-DPB11401. The binding affinity (normalized) is 0.475. (10) The peptide sequence is STVVASVTIIDRSLP. The MHC is DRB1_1302 with pseudo-sequence DRB1_1302. The binding affinity (normalized) is 0.541.